From a dataset of Forward reaction prediction with 1.9M reactions from USPTO patents (1976-2016). Predict the product of the given reaction. The product is: [Cl:1][C:2]1[C:10]([Cl:11])=[CH:9][CH:8]=[CH:7][C:3]=1[C:4]([NH:21][CH2:20][CH:19]([N:16]1[CH2:15][CH2:14][CH:13]([Cl:12])[CH2:18][CH2:17]1)[C:22]1[CH:23]=[N:24][C:25]([CH3:28])=[N:26][CH:27]=1)=[O:6]. Given the reactants [Cl:1][C:2]1[C:10]([Cl:11])=[CH:9][CH:8]=[CH:7][C:3]=1[C:4]([OH:6])=O.[Cl:12][CH:13]1[CH2:18][CH2:17][N:16]([CH:19]([C:22]2[CH:23]=[N:24][C:25]([CH3:28])=[N:26][CH:27]=2)[CH2:20][NH2:21])[CH2:15][CH2:14]1, predict the reaction product.